From a dataset of Catalyst prediction with 721,799 reactions and 888 catalyst types from USPTO. Predict which catalyst facilitates the given reaction. (1) Reactant: [NH:1]1[C:5]2[CH:6]=[CH:7][CH:8]=[CH:9][C:4]=2[N:3]=[C:2]1[C@@H:10]([NH:34][S:35]([C:38]1[CH:43]=[CH:42][CH:41]=[CH:40][CH:39]=1)(=[O:37])=[O:36])[CH2:11][C:12]1[CH:17]=[CH:16][C:15]([N:18]2[CH2:22][C:21](=[O:23])[NH:20][S:19]2(=[O:25])=[O:24])=[C:14]([O:26]CC2C=CC=CC=2)[CH:13]=1.C([O-])([O-])=O.[K+].[K+]. Product: [NH:3]1[C:4]2[CH:9]=[CH:8][CH:7]=[CH:6][C:5]=2[N:1]=[C:2]1[C@@H:10]([NH:34][S:35]([C:38]1[CH:43]=[CH:42][CH:41]=[CH:40][CH:39]=1)(=[O:36])=[O:37])[CH2:11][C:12]1[CH:17]=[CH:16][C:15]([N:18]2[CH2:22][C:21](=[O:23])[NH:20][S:19]2(=[O:24])=[O:25])=[C:14]([OH:26])[CH:13]=1. The catalyst class is: 748. (2) Reactant: [CH3:1][O:2][CH2:3][C:4]([NH:6][C:7]1[CH:15]=[CH:14][CH:13]=[C:12]2[C:8]=1[C:9](=[O:29])[N:10]([CH:17]1[CH2:22][CH:21]([O:23]C(=O)C)[C:20](=[O:27])[NH:19][C:18]1=[O:28])[C:11]2=[O:16])=[O:5].C1(C)C=CC(S(O)(=O)=O)=CC=1. Product: [CH3:1][O:2][CH2:3][C:4]([NH:6][C:7]1[CH:15]=[CH:14][CH:13]=[C:12]2[C:8]=1[C:9](=[O:29])[N:10]([CH:17]1[CH2:22][CH:21]([OH:23])[C:20](=[O:27])[NH:19][C:18]1=[O:28])[C:11]2=[O:16])=[O:5]. The catalyst class is: 5. (3) Reactant: [CH3:1][N:2]([CH:10]1[CH2:15][CH2:14][CH2:13][CH:12]([C:16]2[C:24]3[C:19](=[CH:20][CH:21]=[C:22]([NH:25][C:26]([C:28]4[S:29][CH:30]=[CH:31][CH:32]=4)=[NH:27])[CH:23]=3)[NH:18][CH:17]=2)[CH2:11]1)C(=O)OC(C)(C)C.C(O)(C(F)(F)F)=O.[NH4+].[OH-]. Product: [CH3:1][NH:2][CH:10]1[CH2:15][CH2:14][CH2:13][CH:12]([C:16]2[C:24]3[C:19](=[CH:20][CH:21]=[C:22]([NH:25][C:26]([C:28]4[S:29][CH:30]=[CH:31][CH:32]=4)=[NH:27])[CH:23]=3)[NH:18][CH:17]=2)[CH2:11]1. The catalyst class is: 4. (4) Reactant: [Cl:1][C:2]1[CH:3]=[C:4]([C:18](=[NH:24])[N:19]([CH2:22][CH3:23])[CH2:20][CH3:21])[CH:5]=[CH:6][C:7]=1[CH2:8][S:9][C:10]1[N:15]=[C:14]([OH:16])[CH:13]=[C:12]([CH3:17])[N:11]=1.[ClH:25].O1CCOCC1. Product: [ClH:1].[ClH:25].[Cl:1][C:2]1[CH:3]=[C:4]([C:18](=[NH:24])[N:19]([CH2:22][CH3:23])[CH2:20][CH3:21])[CH:5]=[CH:6][C:7]=1[CH2:8][S:9][C:10]1[N:15]=[C:14]([OH:16])[CH:13]=[C:12]([CH3:17])[N:11]=1. The catalyst class is: 5. (5) Reactant: Cl[C:2]1[CH:3]=[CH:4][C:5]2[N:6]([C:8]([C:11]([F:23])([F:22])[C:12]3[CH:13]=[C:14]4[C:19](=[CH:20][CH:21]=3)[N:18]=[CH:17][CH:16]=[CH:15]4)=[N:9][N:10]=2)[N:7]=1.C([Sn](CCCC)(CCCC)[C:29]([O:31]CC)=[CH2:30])CCC.N1C2C(=CC(CC3N4N=C(C(=O)C)C=CC4=NN=3)=CC=2)C=CC=1. Product: [F:22][C:11]([F:23])([C:12]1[CH:13]=[C:14]2[C:19](=[CH:20][CH:21]=1)[N:18]=[CH:17][CH:16]=[CH:15]2)[C:8]1[N:6]2[N:7]=[C:2]([C:29](=[O:31])[CH3:30])[CH:3]=[CH:4][C:5]2=[N:10][N:9]=1. The catalyst class is: 184. (6) Reactant: [CH2:1]([C:3]1[S:29][C:6]2[N:7]([CH2:13][C:14]3[CH:19]=[CH:18][C:17]([C:20]4[C:21]([C:26]#[N:27])=[CH:22][CH:23]=[CH:24][CH:25]=4)=[CH:16][C:15]=3[F:28])[C:8](=[O:12])[NH:9][C:10](=[O:11])[C:5]=2[CH:4]=1)[CH3:2].Br[CH2:31][C:32]([C:34]1[CH:39]=[CH:38][C:37]([O:40][CH3:41])=[CH:36][CH:35]=1)=[O:33].CN(C)C=O.[H-].[Na+]. Product: [CH2:1]([C:3]1[S:29][C:6]2[N:7]([CH2:13][C:14]3[CH:19]=[CH:18][C:17]([C:20]4[C:21]([C:26]#[N:27])=[CH:22][CH:23]=[CH:24][CH:25]=4)=[CH:16][C:15]=3[F:28])[C:8](=[O:12])[N:9]([CH2:31][C:32]([C:34]3[CH:39]=[CH:38][C:37]([O:40][CH3:41])=[CH:36][CH:35]=3)=[O:33])[C:10](=[O:11])[C:5]=2[CH:4]=1)[CH3:2]. The catalyst class is: 13. (7) Reactant: [N:1]1[CH:6]=[CH:5][CH:4]=[CH:3][C:2]=1[CH:7]=[C:8]1[S:12][C:11](=[O:13])[NH:10][C:9]1=[O:14]. Product: [N:1]1[CH:6]=[CH:5][CH:4]=[CH:3][C:2]=1[CH2:7][CH:8]1[S:12][C:11](=[O:13])[NH:10][C:9]1=[O:14]. The catalyst class is: 312. (8) Reactant: [CH:1]([N:14]1[CH2:17][CH:16]([OH:18])[CH2:15]1)([C:8]1[CH:13]=[CH:12][CH:11]=[CH:10][CH:9]=1)[C:2]1[CH:7]=[CH:6][CH:5]=[CH:4][CH:3]=1.CCN(CC)CC.[CH3:26][S:27](Cl)(=[O:29])=[O:28]. Product: [CH3:26][S:27]([O:18][CH:16]1[CH2:17][N:14]([CH:1]([C:8]2[CH:13]=[CH:12][CH:11]=[CH:10][CH:9]=2)[C:2]2[CH:3]=[CH:4][CH:5]=[CH:6][CH:7]=2)[CH2:15]1)(=[O:29])=[O:28]. The catalyst class is: 124. (9) Reactant: Cl[CH:2]([C:14]1[CH:19]=[CH:18][CH:17]=[CH:16][CH:15]=1)[C:3]([N:5]1[C:13]2[C:8](=[CH:9][CH:10]=[CH:11][CH:12]=2)[CH2:7][CH2:6]1)=[O:4].[CH3:20][O:21][C:22]1[CH:23]=[C:24]([CH:26]=[CH:27][CH:28]=1)[NH2:25].CCN(C(C)C)C(C)C. Product: [N:5]1([C:3](=[O:4])[CH:2]([NH:25][C:24]2[CH:26]=[CH:27][CH:28]=[C:22]([O:21][CH3:20])[CH:23]=2)[C:14]2[CH:19]=[CH:18][CH:17]=[CH:16][CH:15]=2)[C:13]2[C:8](=[CH:9][CH:10]=[CH:11][CH:12]=2)[CH2:7][CH2:6]1. The catalyst class is: 10.